Dataset: Forward reaction prediction with 1.9M reactions from USPTO patents (1976-2016). Task: Predict the product of the given reaction. (1) Given the reactants [CH3:1][N:2]1[CH2:7][CH2:6][N:5]([C:8]2[CH:13]=[CH:12][C:11]([NH:14][C:15]3[N:20]=[C:19]4[NH:21][N:22]=[CH:23][C:18]4=[C:17]([C:24]4[CH:25]=[C:26]([NH:30][C:31](=[O:34])[CH:32]=[CH2:33])[CH:27]=[CH:28][CH:29]=4)[N:16]=3)=[CH:10][CH:9]=2)[CH2:4][CH2:3]1.NC1C=C(C2N=C(NC3C=CC(N4CCN(C)CC4)=CC=3)N=C3N([CH:65]4[CH2:70][CH2:69][CH2:68][CH2:67][O:66]4)N=CC=23)C=CC=1.C(Cl)(=O)C=C, predict the reaction product. The product is: [CH3:1][N:2]1[CH2:3][CH2:4][N:5]([C:8]2[CH:9]=[CH:10][C:11]([NH:14][C:15]3[N:20]=[C:19]4[N:21]([CH:65]5[CH2:70][CH2:69][CH2:68][CH2:67][O:66]5)[N:22]=[CH:23][C:18]4=[C:17]([C:24]4[CH:25]=[C:26]([NH:30][C:31](=[O:34])[CH:32]=[CH2:33])[CH:27]=[CH:28][CH:29]=4)[N:16]=3)=[CH:12][CH:13]=2)[CH2:6][CH2:7]1. (2) Given the reactants C([O:5][C:6]1[CH:11]=[CH:10][CH:9]=[C:8]([F:12])[C:7]=1[F:13])(=O)CC.[Cl-].[Cl-].[Cl-].[Al+3].Cl, predict the reaction product. The product is: [F:13][C:7]1[C:6]([OH:5])=[C:11]([C:6](=[O:5])[CH2:7][CH3:8])[CH:10]=[CH:9][C:8]=1[F:12].